Dataset: Reaction yield outcomes from USPTO patents with 853,638 reactions. Task: Predict the reaction yield, written as a fraction of the theoretical maximum amount of product (1.0 means a 100% yield; for example, 0.34 means a 34% yield). (1) The yield is 0.570. The reactants are [N+:1]([C:4]1[CH:10]=[C:9](B2OC(C)(C)C(C)(C)O2)[CH:8]=[CH:7][C:5]=1[NH2:6])([O-:3])=[O:2].Cl[C:21]1[C:30]([N:31]2[CH2:35][CH2:34][CH2:33][C@@H:32]2[CH3:36])=[N:29][C:28]2[C:23](=[CH:24][CH:25]=[C:26]([C:37]([O:39][CH3:40])=[O:38])[CH:27]=2)[N:22]=1.C(=O)([O-])[O-].[Na+].[Na+]. The catalyst is COCCOC.C1C=CC(P(C2C=CC=CC=2)[C-]2C=CC=C2)=CC=1.C1C=CC(P(C2C=CC=CC=2)[C-]2C=CC=C2)=CC=1.Cl[Pd]Cl.[Fe+2]. The product is [NH2:6][C:5]1[CH:7]=[CH:8][C:9]([C:21]2[C:30]([N:31]3[CH2:35][CH2:34][CH2:33][C@@H:32]3[CH3:36])=[N:29][C:28]3[C:23](=[CH:24][CH:25]=[C:26]([C:37]([O:39][CH3:40])=[O:38])[CH:27]=3)[N:22]=2)=[CH:10][C:4]=1[N+:1]([O-:3])=[O:2]. (2) The reactants are [CH:1]1([S:4]([C:7]2[CH:12]=[CH:11][C:10]([CH:13]([C:21]3[NH:25][C:24]([C:26]4[S:30][C:29]([CH2:31][OH:32])=[N:28][N:27]=4)=[CH:23][CH:22]=3)[CH2:14][CH:15]3[CH2:20][CH2:19][O:18][CH2:17][CH2:16]3)=[CH:9][CH:8]=2)(=[O:6])=[O:5])[CH2:3][CH2:2]1.CC(OI1(OC(C)=O)(OC(C)=O)OC(=O)C2C=CC=CC1=2)=O.C(=O)([O-])O.[Na+]. The catalyst is C(#N)C. The product is [CH:1]1([S:4]([C:7]2[CH:12]=[CH:11][C:10]([CH:13]([C:21]3[NH:25][C:24]([C:26]4[S:30][C:29]([CH:31]=[O:32])=[N:28][N:27]=4)=[CH:23][CH:22]=3)[CH2:14][CH:15]3[CH2:16][CH2:17][O:18][CH2:19][CH2:20]3)=[CH:9][CH:8]=2)(=[O:5])=[O:6])[CH2:3][CH2:2]1. The yield is 1.00. (3) The reactants are [H-].[Na+].[C:3]([CH:5]1[CH2:11][C:10]2([C:16]3[CH:21]=[CH:20][CH:19]=[CH:18][CH:17]=3)[N:12]([CH2:13][CH:14]=[CH2:15])[CH:6]1[CH2:7][CH2:8][CH:9]2[OH:22])#[N:4].[F:23][C:24]([F:38])([F:37])[C:25]1[CH:26]=[C:27]([CH:30]=[C:31]([C:33]([F:36])([F:35])[F:34])[CH:32]=1)[CH2:28]Br.C1OCCOCCOCCOCCOCCOC1. The catalyst is C1COCC1. The product is [F:23][C:24]([F:37])([F:38])[C:25]1[CH:26]=[C:27]([CH2:28][O:22][C@@H:9]2[CH2:8][CH2:7][C@@H:6]3[N:12]([CH2:13][CH:14]=[CH2:15])[C@@:10]2([C:16]2[CH:21]=[CH:20][CH:19]=[CH:18][CH:17]=2)[CH2:11][C@H:5]3[C:3]#[N:4])[CH:30]=[C:31]([C:33]([F:34])([F:35])[F:36])[CH:32]=1. The yield is 0.720.